Dataset: Forward reaction prediction with 1.9M reactions from USPTO patents (1976-2016). Task: Predict the product of the given reaction. (1) The product is: [F:2][C:3]1([F:9])[CH2:8][CH2:7][N:6]([CH2:19][CH2:20][CH2:21][N:22]2[CH2:28][CH2:27][CH2:26][C:25](=[O:29])[C:24]3=[CH:30][N:31]([CH2:33][C:34]4[CH:35]=[CH:36][C:37]([O:40][CH3:41])=[CH:38][CH:39]=4)[N:32]=[C:23]23)[CH2:5][CH2:4]1. Given the reactants Cl.[F:2][C:3]1([F:9])[CH2:8][CH2:7][NH:6][CH2:5][CH2:4]1.N(C(C)C)(CC)CC.Br[CH2:19][CH2:20][CH2:21][N:22]1[CH2:28][CH2:27][CH2:26][C:25](=[O:29])[C:24]2=[CH:30][N:31]([CH2:33][C:34]3[CH:39]=[CH:38][C:37]([O:40][CH3:41])=[CH:36][CH:35]=3)[N:32]=[C:23]12, predict the reaction product. (2) Given the reactants FC(F)(F)S([O:6][S:7]([C:10]([F:13])([F:12])[F:11])(=[O:9])=[O:8])(=O)=O.O[C:17]1[C:26]2[C:21](=[CH:22][C:23]([C:27]3[CH:32]=[CH:31][C:30]([C:33]([F:36])([F:35])[F:34])=[CH:29][CH:28]=3)=[CH:24][CH:25]=2)[CH:20]=[C:19]([C:37]([O:39][CH2:40][CH3:41])=[O:38])[CH:18]=1.N1C=CC=CC=1, predict the reaction product. The product is: [F:34][C:33]([F:35])([F:36])[C:30]1[CH:29]=[CH:28][C:27]([C:23]2[CH:22]=[C:21]3[C:26]([C:17]([O:6][S:7]([C:10]([F:11])([F:12])[F:13])(=[O:8])=[O:9])=[CH:18][C:19]([C:37]([O:39][CH2:40][CH3:41])=[O:38])=[CH:20]3)=[CH:25][CH:24]=2)=[CH:32][CH:31]=1. (3) Given the reactants [Cl:1][C:2]1[CH:7]=[CH:6][C:5](/[CH:8]=[CH:9]/[C:10]([O:12][CH3:13])=[O:11])=[CH:4][C:3]=1[C:14]([NH:16][CH2:17][C:18]12[CH2:27][CH:22]3[CH2:23][CH:24]([CH2:26][CH:20]([CH2:21]3)[CH2:19]1)[CH2:25]2)=[O:15], predict the reaction product. The product is: [Cl:1][C:2]1[CH:7]=[CH:6][C:5]([CH2:8][CH2:9][C:10]([O:12][CH3:13])=[O:11])=[CH:4][C:3]=1[C:14]([NH:16][CH2:17][C:18]12[CH2:19][CH:20]3[CH2:21][CH:22]([CH2:23][CH:24]([CH2:26]3)[CH2:25]1)[CH2:27]2)=[O:15]. (4) Given the reactants [F:1][C:2]1[CH:22]=[CH:21][C:5]2[S:6][C:7]([C:10]3[N:14]4[N:15]=[C:16]([CH3:19])[CH:17]=[CH:18][C:13]4=[N:12][C:11]=3[CH3:20])=[C:8]([CH3:9])[C:4]=2[CH:3]=1.[CH3:23][O:24][N:25]([CH3:31])[C:26](=O)[O:27]CC.[Li+].CC([N-]C(C)C)C, predict the reaction product. The product is: [CH3:23][O:24][N:25]([CH3:31])[C:26]([C:18]1[C:13]2[N:14]([C:10]([C:7]3[S:6][C:5]4[CH:21]=[CH:22][C:2]([F:1])=[CH:3][C:4]=4[C:8]=3[CH3:9])=[C:11]([CH3:20])[N:12]=2)[N:15]=[C:16]([CH3:19])[CH:17]=1)=[O:27]. (5) Given the reactants [CH3:1][C:2]([CH3:14])([S:4]([NH:6][C:7]([CH3:13])([CH3:12])[C:8](=[N:10][OH:11])[NH2:9])=[O:5])[CH3:3].[CH2:15](OC(OCC)OCC)C, predict the reaction product. The product is: [O:11]1[CH:15]=[N:9][C:8]([C:7]([NH:6][S:4]([C:2]([CH3:14])([CH3:1])[CH3:3])=[O:5])([CH3:13])[CH3:12])=[N:10]1. (6) Given the reactants [C:1](=[N:4][O:5][CH:6]([CH3:12])[C:7]([O:9]CC)=[O:8])([CH3:3])[CH3:2].[OH-].[Na+].Cl, predict the reaction product. The product is: [C:1](=[N:4][O:5][CH:6]([CH3:12])[C:7]([OH:9])=[O:8])([CH3:3])[CH3:2]. (7) Given the reactants [CH3:1][O:2][C:3]1[CH:4]=[C:5]2[C:9](=[CH:10][C:11]=1[N+:12]([O-])=O)[N:8]([C:15](=[O:24])[CH2:16][CH2:17][N:18]1[CH2:23][CH2:22][O:21][CH2:20][CH2:19]1)[CH2:7][CH2:6]2.O.O.[Sn](Cl)Cl.Cl, predict the reaction product. The product is: [CH3:1][O:2][C:3]1[CH:4]=[C:5]2[C:9](=[CH:10][C:11]=1[NH2:12])[N:8]([C:15](=[O:24])[CH2:16][CH2:17][N:18]1[CH2:19][CH2:20][O:21][CH2:22][CH2:23]1)[CH2:7][CH2:6]2. (8) Given the reactants [NH2:1][C@H:2]([C:11]([OH:13])=[O:12])[CH2:3][C:4]1[CH:9]=[CH:8][C:7]([OH:10])=[CH:6][CH:5]=1.S(Cl)([Cl:16])=O.[CH3:18]O, predict the reaction product. The product is: [ClH:16].[CH3:18][O:12][C:11](=[O:13])[C@H:2]([CH2:3][C:4]1[CH:5]=[CH:6][C:7]([OH:10])=[CH:8][CH:9]=1)[NH2:1]. (9) Given the reactants [C:1]([OH:7])([C:3]([F:6])([F:5])[F:4])=[O:2].[CH3:8][O:9][C:10]([C:12]1[N:13]([C:47]2[CH:52]=[CH:51][CH:50]=[CH:49][CH:48]=2)[C:14]2[C:19]([C:20](=[O:45])[C:21]=1[CH2:22][C:23]1[CH:28]=[CH:27][C:26]([S:29]([N:32]3[CH2:37][CH2:36][N:35](C(OC(C)(C)C)=O)[CH2:34][CH2:33]3)(=[O:31])=[O:30])=[CH:25][CH:24]=1)=[CH:18][CH:17]=[C:16]([Cl:46])[CH:15]=2)=[O:11], predict the reaction product. The product is: [F:4][C:3]([F:6])([F:5])[C:1]([OH:7])=[O:2].[CH3:8][O:9][C:10]([C:12]1[N:13]([C:47]2[CH:52]=[CH:51][CH:50]=[CH:49][CH:48]=2)[C:14]2[C:19]([C:20](=[O:45])[C:21]=1[CH2:22][C:23]1[CH:24]=[CH:25][C:26]([S:29]([N:32]3[CH2:37][CH2:36][NH:35][CH2:34][CH2:33]3)(=[O:31])=[O:30])=[CH:27][CH:28]=1)=[CH:18][CH:17]=[C:16]([Cl:46])[CH:15]=2)=[O:11].